From a dataset of Catalyst prediction with 721,799 reactions and 888 catalyst types from USPTO. Predict which catalyst facilitates the given reaction. (1) Product: [Br:22][C:2]1[C:7]([N+:8]([O-:10])=[O:9])=[CH:6][CH:5]=[CH:4][C:3]=1[OH:11]. The catalyst class is: 6. Reactant: N[C:2]1[C:7]([N+:8]([O-:10])=[O:9])=[CH:6][CH:5]=[CH:4][C:3]=1[OH:11].O1CCOCC1.N([O-])=O.[Na+].[BrH:22]. (2) Reactant: [C:1]([C:3]1[CH:21]=[CH:20][C:6]2[O:7][CH:8]([C:16]([O:18]C)=[O:17])[CH2:9][N:10]([C:11]([O:13][CH2:14][CH3:15])=[O:12])[C:5]=2[CH:4]=1)#[N:2].[OH-].[Na+].Cl. Product: [C:1]([C:3]1[CH:21]=[CH:20][C:6]2[O:7][CH:8]([C:16]([OH:18])=[O:17])[CH2:9][N:10]([C:11]([O:13][CH2:14][CH3:15])=[O:12])[C:5]=2[CH:4]=1)#[N:2]. The catalyst class is: 8.